From a dataset of Catalyst prediction with 721,799 reactions and 888 catalyst types from USPTO. Predict which catalyst facilitates the given reaction. (1) Reactant: [Cl:1][C:2]1[CH:3]=[CH:4][C:5]2[S:9][C:8](S)=[N:7][C:6]=2[CH:11]=1. Product: [Cl:1][C:2]1[CH:3]=[CH:4][C:5]2[S:9][CH:8]=[N:7][C:6]=2[CH:11]=1. The catalyst class is: 180. (2) Reactant: [CH3:1][C:2]12[C:14]3[C:6](=[CH:7][C:8]([NH:15][C:16]4[CH:26]=[CH:25][C:19]([C:20]([O:22]CC)=[O:21])=[CH:18][CH:17]=4)=[CH:9][C:10]=3[CH2:11][CH2:12][CH2:13]1)[CH2:5][CH2:4][CH2:3]2.[OH-].[Na+].Cl. Product: [CH3:1][C:2]12[C:14]3[C:10](=[CH:9][C:8]([NH:15][C:16]4[CH:17]=[CH:18][C:19]([C:20]([OH:22])=[O:21])=[CH:25][CH:26]=4)=[CH:7][C:6]=3[CH2:5][CH2:4][CH2:3]1)[CH2:11][CH2:12][CH2:13]2. The catalyst class is: 8. (3) Reactant: CO[C:3](=[O:21])[C:4]1[CH:9]=[CH:8][C:7]([O:10][C:11]2[CH:16]=[CH:15][C:14]([O:17]C)=[CH:13][CH:12]=2)=[CH:6][C:5]=1[CH2:19]Br.[CH2:22]([O:24][CH2:25][CH2:26][NH2:27])[CH3:23].C(N(CC)CC)C. Product: [CH2:22]([O:24][CH2:25][CH2:26][N:27]1[CH2:19][C:5]2[C:4](=[CH:9][CH:8]=[C:7]([O:10][C:11]3[CH:12]=[CH:13][C:14]([OH:17])=[CH:15][CH:16]=3)[CH:6]=2)[C:3]1=[O:21])[CH3:23]. The catalyst class is: 8. (4) Product: [CH3:1][O:2][CH2:3][C:4]1[N:8]([S:9]([C:12]2[CH:13]=[CH:14][C:15]([CH3:16])=[CH:17][CH:18]=2)(=[O:11])=[O:10])[C:7]2[CH:19]=[C:20]([NH2:30])[CH:21]=[CH:22][C:6]=2[N:5]=1. Reactant: [CH3:1][O:2][CH2:3][C:4]1[N:8]([S:9]([C:12]2[CH:18]=[CH:17][C:15]([CH3:16])=[CH:14][CH:13]=2)(=[O:11])=[O:10])[C:7]2[CH:19]=[CH:20][C:21]([N+]([O-])=O)=[CH:22][C:6]=2[N:5]=1.COCC1NC2C=CC([N+]([O-])=O)=CC=2[N:30]=1.CC1C=CC(S(Cl)(=O)=O)=CC=1.CC(C)([O-])C.[Na+]. The catalyst class is: 355. (5) Reactant: C([O:3][C:4](=O)[CH:5]([C:7]1[N:8]=[C:9]([C:13]2[CH:14]=[N:15][C:16]([C:19]3[CH:24]=[CH:23][CH:22]=[CH:21][C:20]=3[F:25])=[CH:17][CH:18]=2)[S:10][C:11]=1[CH3:12])[CH3:6])C.[H-].[H-].[H-].[H-].[Li+].[Al+3]. Product: [F:25][C:20]1[CH:21]=[CH:22][CH:23]=[CH:24][C:19]=1[C:16]1[N:15]=[CH:14][C:13]([C:9]2[S:10][C:11]([CH3:12])=[C:7]([CH:5]([CH3:6])[CH2:4][OH:3])[N:8]=2)=[CH:18][CH:17]=1. The catalyst class is: 1.